Dataset: Full USPTO retrosynthesis dataset with 1.9M reactions from patents (1976-2016). Task: Predict the reactants needed to synthesize the given product. Given the product [Br:1][C:2]1[CH:3]=[C:4]2[C:9](=[CH:10][CH:11]=1)[N:8]=[CH:7][CH:6]=[C:5]2[CH2:12][C:25]([C:27]1[CH:32]=[CH:31][CH:30]=[C:29]([CH3:33])[N:28]=1)=[O:24], predict the reactants needed to synthesize it. The reactants are: [Br:1][C:2]1[CH:3]=[C:4]2[C:9](=[CH:10][CH:11]=1)[N:8]=[CH:7][CH:6]=[C:5]2[CH3:12].C[Si](C)(C)N[Si](C)(C)C.[K].C[O:24][C:25]([C:27]1[CH:32]=[CH:31][CH:30]=[C:29]([CH3:33])[N:28]=1)=O.